This data is from Forward reaction prediction with 1.9M reactions from USPTO patents (1976-2016). The task is: Predict the product of the given reaction. (1) Given the reactants [NH2:1][C:2]1[S:3][C:4]2[C:9]([N:10]=1)=[CH:8][CH:7]=[C:6]([O:11][C:12]1[CH:13]=[CH:14][C:15]([F:33])=[C:16]([NH:18][C:19](=[O:32])[C:20]3[CH:25]=[CH:24][CH:23]=[C:22]([C:26]4([C:29]#[N:30])[CH2:28][CH2:27]4)[C:21]=3[Cl:31])[CH:17]=1)[N:5]=2.[CH3:34][CH:35]([CH3:39])[C:36](Cl)=[O:37].O, predict the reaction product. The product is: [Cl:31][C:21]1[C:22]([C:26]2([C:29]#[N:30])[CH2:28][CH2:27]2)=[CH:23][CH:24]=[CH:25][C:20]=1[C:19]([NH:18][C:16]1[CH:17]=[C:12]([O:11][C:6]2[N:5]=[C:4]3[S:3][C:2]([NH:1][C:36](=[O:37])[CH:35]([CH3:39])[CH3:34])=[N:10][C:9]3=[CH:8][CH:7]=2)[CH:13]=[CH:14][C:15]=1[F:33])=[O:32]. (2) Given the reactants [NH2:1][C:2]1[CH:7]=[CH:6][CH:5]=[CH:4][C:3]=1[NH:8][C:9](=[O:28])[C:10]1[CH:15]=[CH:14][C:13]([CH2:16][N:17]2[CH2:25][C:24]3[C:19](=[CH:20][CH:21]=[CH:22][C:23]=3Br)[C:18]2=[O:27])=[CH:12][CH:11]=1.[CH3:29][O:30][C:31]1[CH:36]=[CH:35][C:34](B(O)O)=[CH:33][CH:32]=1, predict the reaction product. The product is: [NH2:1][C:2]1[CH:7]=[CH:6][CH:5]=[CH:4][C:3]=1[NH:8][C:9](=[O:28])[C:10]1[CH:15]=[CH:14][C:13]([CH2:16][N:17]2[CH2:25][C:24]3[C:19](=[CH:20][CH:21]=[CH:22][C:23]=3[C:34]3[CH:35]=[CH:36][C:31]([O:30][CH3:29])=[CH:32][CH:33]=3)[C:18]2=[O:27])=[CH:12][CH:11]=1. (3) The product is: [CH:21]1([C:24]2[C:25]([N:34]3[CH2:39][CH2:38][N:37]([C:11]([C:10]4[CH:14]=[CH:15][C:7]([N:3]5[CH2:4][CH2:5][CH2:6][S:2]5(=[O:1])=[O:20])=[CH:8][C:9]=4[S:16]([CH3:19])(=[O:18])=[O:17])=[O:13])[CH2:36][CH2:35]3)=[N:26][CH:27]=[C:28]([C:30]([F:33])([F:31])[F:32])[CH:29]=2)[CH2:22][CH2:23]1. Given the reactants [O:1]=[S:2]1(=[O:20])[CH2:6][CH2:5][CH2:4][N:3]1[C:7]1[CH:15]=[CH:14][C:10]([C:11]([OH:13])=O)=[C:9]([S:16]([CH3:19])(=[O:18])=[O:17])[CH:8]=1.[CH:21]1([C:24]2[C:25]([N:34]3[CH2:39][CH2:38][NH:37][CH2:36][CH2:35]3)=[N:26][CH:27]=[C:28]([C:30]([F:33])([F:32])[F:31])[CH:29]=2)[CH2:23][CH2:22]1, predict the reaction product. (4) Given the reactants [C:1]1([CH3:12])[CH:6]=[CH:5][CH:4]=[CH:3][C:2]=1[O:7][CH2:8][C:9](Cl)=[O:10].[CH:13]([NH:16][CH2:17][C:18]1[O:22][N:21]=[C:20]([C:23]2[CH:28]=[CH:27][CH:26]=[CH:25][CH:24]=2)[N:19]=1)([CH3:15])[CH3:14].C(N(CC)CC)C, predict the reaction product. The product is: [CH:13]([N:16]([CH2:17][C:18]1[O:22][N:21]=[C:20]([C:23]2[CH:28]=[CH:27][CH:26]=[CH:25][CH:24]=2)[N:19]=1)[C:9](=[O:10])[CH2:8][O:7][C:2]1[CH:3]=[CH:4][CH:5]=[CH:6][C:1]=1[CH3:12])([CH3:15])[CH3:14]. (5) Given the reactants [N+:1]([C:4]1[CH:5]=[N:6][N:7]([CH2:9][CH2:10][CH2:11][CH:12]2[CH2:17][CH2:16][N:15]([C:18]([O:20][C:21]([CH3:24])([CH3:23])[CH3:22])=[O:19])[CH2:14][CH2:13]2)[CH:8]=1)([O-])=O, predict the reaction product. The product is: [NH2:1][C:4]1[CH:5]=[N:6][N:7]([CH2:9][CH2:10][CH2:11][CH:12]2[CH2:17][CH2:16][N:15]([C:18]([O:20][C:21]([CH3:24])([CH3:23])[CH3:22])=[O:19])[CH2:14][CH2:13]2)[CH:8]=1. (6) Given the reactants [CH2:1]([O:3][C:4]([C:6]1[CH:11]=[C:10]([C:12](=[O:28])[CH:13]=[CH:14][C:15]2[CH:20]=[CH:19][C:18]([C:21]([O:23][C:24]([CH3:27])([CH3:26])[CH3:25])=[O:22])=[CH:17][CH:16]=2)[CH:9]=[C:8]([CH3:29])[N:7]=1)=[O:5])[CH3:2].[H][H], predict the reaction product. The product is: [CH2:1]([O:3][C:4]([C:6]1[CH:11]=[C:10]([C:12](=[O:28])[CH2:13][CH2:14][C:15]2[CH:16]=[CH:17][C:18]([C:21]([O:23][C:24]([CH3:26])([CH3:25])[CH3:27])=[O:22])=[CH:19][CH:20]=2)[CH:9]=[C:8]([CH3:29])[N:7]=1)=[O:5])[CH3:2]. (7) Given the reactants [Br:1][C:2]1[O:6][C:5]([C:7]([OH:9])=O)=[CH:4][CH:3]=1.[CH3:10][NH:11][CH3:12].C1CN([P+](ON2N=NC3C=CC=CC2=3)(N2CCCC2)N2CCCC2)CC1.F[P-](F)(F)(F)(F)F, predict the reaction product. The product is: [Br:1][C:2]1[O:6][C:5]([C:7]([N:11]([CH3:12])[CH3:10])=[O:9])=[CH:4][CH:3]=1. (8) Given the reactants C([O:3][C:4](=[O:26])[CH2:5][N:6]1[C:10]([C:11]([O:13]CC)=[O:12])=[C:9]2[O:16][CH2:17][CH2:18][CH2:19][O:20][C:8]2=[C:7]1[C:21]([O:23]CC)=[O:22])C.O.[OH-].[K+], predict the reaction product. The product is: [C:4]([CH2:5][N:6]1[C:7]([C:21]([OH:23])=[O:22])=[C:8]2[O:20][CH2:19][CH2:18][CH2:17][O:16][C:9]2=[C:10]1[C:11]([OH:13])=[O:12])([OH:26])=[O:3]. (9) Given the reactants [C:1]([OH:5])(=[O:4])[CH2:2][OH:3].C(=O)([O-])[O-].[K+].[K+].[I-].[K+].Cl[CH2:15][C:16]([O:18][C:19]1([CH3:29])[CH:26]2[CH2:27][CH:22]3[CH2:23][CH:24]([CH2:28][CH:20]1[CH2:21]3)[CH2:25]2)=[O:17], predict the reaction product. The product is: [CH3:29][C:19]1([O:18][C:16](=[O:17])[CH2:15][O:5][C:1](=[O:4])[CH2:2][OH:3])[CH:26]2[CH2:27][CH:22]3[CH2:23][CH:24]([CH2:28][CH:20]1[CH2:21]3)[CH2:25]2.